This data is from Forward reaction prediction with 1.9M reactions from USPTO patents (1976-2016). The task is: Predict the product of the given reaction. (1) Given the reactants [ClH:1].Cl.[CH3:3][O:4][C:5]1[CH:6]=[C:7]([N:11]2[CH2:16][CH2:15][NH:14][CH2:13][CH2:12]2)[CH:8]=[CH:9][CH:10]=1.[Cl:17]N1C(=O)CCC1=O, predict the reaction product. The product is: [ClH:17].[Cl:1][C:8]1[CH:9]=[CH:10][C:5]([O:4][CH3:3])=[CH:6][C:7]=1[N:11]1[CH2:16][CH2:15][NH:14][CH2:13][CH2:12]1. (2) Given the reactants Cl[C:2]1N=C(N[C@@H]2[C@@H]3C[C@@H](C=C3)[C@@H]2C(N)=O)C(Cl)=[CH:4][N:3]=1.Cl[C:21]1[N:26]=[C:25]([NH:27][C:28]2[CH:33]=[CH:32][CH:31]=[CH:30][C:29]=2[S:34](C(C)C)(=[O:36])=[O:35])[C:24]([Cl:40])=[CH:23][N:22]=1.COC1C(N)=CC2CCC(N3CCOCC3)CCC=2C=1.[F:61][CH:62]([F:79])[CH2:63][NH:64][CH:65]1[CH2:71][CH2:70][C:69]2=[C:72]([NH2:78])[C:73]([O:76][CH3:77])=[CH:74][CH:75]=[C:68]2[CH2:67][CH2:66]1, predict the reaction product. The product is: [Cl:40][C:24]1[C:25]([NH:27][C:28]2[CH:33]=[CH:32][CH:31]=[CH:30][C:29]=2[S:34]([N:3]([CH3:4])[CH3:2])(=[O:35])=[O:36])=[N:26][C:21]([NH:78][C:72]2[C:69]3[CH2:70][CH2:71][CH:65]([NH:64][CH2:63][CH:62]([F:79])[F:61])[CH2:66][CH2:67][C:68]=3[CH:75]=[CH:74][C:73]=2[O:76][CH3:77])=[N:22][CH:23]=1.